This data is from Forward reaction prediction with 1.9M reactions from USPTO patents (1976-2016). The task is: Predict the product of the given reaction. Given the reactants O[CH2:2][C:3]1[CH:4]=[C:5]2[C:9](=[C:10]([N+:12]([O-:14])=[O:13])[CH:11]=1)[NH:8][C:7]([C:15](O)=O)=[CH:6]2.[ClH:18].[CH3:19][O:20][C:21](=[O:36])[CH2:22][C@@H:23]([NH2:35])[CH2:24][S:25]CC1C=CC(OC)=CC=1, predict the reaction product. The product is: [CH3:19][O:20][C:21](=[O:36])[CH2:22][C@@H:23]1[CH2:24][S:25][C:15]([C:7]2[NH:8][C:9]3[C:5]([CH:6]=2)=[CH:4][C:3]([CH2:2][Cl:18])=[CH:11][C:10]=3[N+:12]([O-:14])=[O:13])=[N:35]1.